This data is from NCI-60 drug combinations with 297,098 pairs across 59 cell lines. The task is: Regression. Given two drug SMILES strings and cell line genomic features, predict the synergy score measuring deviation from expected non-interaction effect. (1) Drug 1: C1=CC(=CC=C1C#N)C(C2=CC=C(C=C2)C#N)N3C=NC=N3. Drug 2: CC1=C(C(=CC=C1)Cl)NC(=O)C2=CN=C(S2)NC3=CC(=NC(=N3)C)N4CCN(CC4)CCO. Cell line: OVCAR-8. Synergy scores: CSS=-0.991, Synergy_ZIP=-1.28, Synergy_Bliss=-5.61, Synergy_Loewe=-6.98, Synergy_HSA=-6.99. (2) Drug 1: CC(C)(C#N)C1=CC(=CC(=C1)CN2C=NC=N2)C(C)(C)C#N. Drug 2: CC1CCCC2(C(O2)CC(NC(=O)CC(C(C(=O)C(C1O)C)(C)C)O)C(=CC3=CSC(=N3)C)C)C. Cell line: COLO 205. Synergy scores: CSS=50.9, Synergy_ZIP=3.10, Synergy_Bliss=-1.07, Synergy_Loewe=6.28, Synergy_HSA=4.01.